From a dataset of Reaction yield outcomes from USPTO patents with 853,638 reactions. Predict the reaction yield, written as a fraction of the theoretical maximum amount of product (1.0 means a 100% yield; for example, 0.34 means a 34% yield). (1) The reactants are [CH3:1][C:2]([CH3:21])([CH3:20])[CH2:3][O:4][C:5]([C:7]1[CH:12]=[CH:11][C:10]([C:13]([F:16])([F:15])[F:14])=[CH:9][C:8]=1B(O)O)=[O:6].[CH2:22]([C@@H:29]1[C@@H:38]([OH:39])[C:37]2[C:32](=[CH:33][C:34](Br)=[CH:35][CH:36]=2)[O:31][CH2:30]1)[C:23]1[CH:28]=[CH:27][CH:26]=[CH:25][CH:24]=1.C(=O)([O-])[O-].[Na+].[Na+]. The catalyst is C1(C)C=CC=CC=1.O. The product is [CH3:1][C:2]([CH3:21])([CH3:20])[CH2:3][O:4][C:5](=[O:6])[C:7]1[CH:12]=[CH:11][C:10]([C:13]([F:16])([F:15])[F:14])=[CH:9][C:8]=1[C:34]1[CH:33]=[C:32]2[C:37]([C@H:38]([OH:39])[C@@H:29]([CH2:22][C:23]3[CH:28]=[CH:27][CH:26]=[CH:25][CH:24]=3)[CH2:30][O:31]2)=[CH:36][CH:35]=1. The yield is 0.840. (2) The reactants are [Cl:1][C:2]1[CH:3]=[C:4]([S:8]([NH:11][C:12]2[CH:20]=[CH:19][C:15]([C:16]([OH:18])=[O:17])=[C:14]([OH:21])[CH:13]=2)(=[O:10])=[O:9])[S:5][C:6]=1[Cl:7].[C:22]1(O)[CH:27]=[CH:26][CH:25]=[CH:24][CH:23]=1. No catalyst specified. The product is [Cl:1][C:2]1[CH:3]=[C:4]([S:8]([NH:11][C:12]2[CH:20]=[CH:19][C:15]([C:16]([O:18][C:22]3[CH:27]=[CH:26][CH:25]=[CH:24][CH:23]=3)=[O:17])=[C:14]([OH:21])[CH:13]=2)(=[O:9])=[O:10])[S:5][C:6]=1[Cl:7]. The yield is 0.750.